Dataset: Catalyst prediction with 721,799 reactions and 888 catalyst types from USPTO. Task: Predict which catalyst facilitates the given reaction. Reactant: [O:1]1[C:10]2[C:5](=[N:6][CH:7]=[CH:8][CH:9]=2)[C:4](=O)[CH2:3][CH2:2]1.[CH3:12][O:13][C:14]1[CH:19]=[CH:18][C:17]([C@@H:20]([NH2:22])[CH3:21])=[CH:16][CH:15]=1.C(O)(=O)C.C(O[BH-](OC(=O)C)OC(=O)C)(=O)C.[Na+]. Product: [CH3:12][O:13][C:14]1[CH:19]=[CH:18][C:17]([C@@H:20]([NH:22][C@@H:4]2[C:5]3=[N:6][CH:7]=[CH:8][CH:9]=[C:10]3[O:1][CH2:2][CH2:3]2)[CH3:21])=[CH:16][CH:15]=1. The catalyst class is: 417.